From a dataset of Full USPTO retrosynthesis dataset with 1.9M reactions from patents (1976-2016). Predict the reactants needed to synthesize the given product. (1) Given the product [Cl:1][C:2]1[CH:7]=[CH:6][CH:5]=[C:4]([O:8][CH2:19][CH:20]2[CH2:24][O:23][C:22]([CH3:26])([CH3:25])[O:21]2)[N:3]=1, predict the reactants needed to synthesize it. The reactants are: [Cl:1][C:2]1[CH:7]=[CH:6][CH:5]=[C:4]([OH:8])[N:3]=1.C1(C)C=CC(S(O[CH2:19][CH:20]2[CH2:24][O:23][C:22]([CH3:26])([CH3:25])[O:21]2)(=O)=O)=CC=1.C(=O)([O-])[O-].[Cs+].[Cs+]. (2) Given the product [CH:19]1([CH2:18][CH2:17][C@H:13]([NH:12][C:1](=[O:10])[C:2]2[CH:7]=[CH:6][CH:5]=[C:4]([O:8][CH3:9])[CH:3]=2)[C:14](=[O:16])[NH:28][CH2:27][CH2:25][N:36]2[C:37]3[C:33](=[CH:32][C:31]([O:30][CH3:29])=[CH:39][CH:38]=3)[CH2:34][CH2:35]2)[CH2:24][CH2:23][CH2:22][CH2:21][CH2:20]1, predict the reactants needed to synthesize it. The reactants are: [C:1](Cl)(=[O:10])[C:2]1[CH:7]=[CH:6][CH:5]=[C:4]([O:8][CH3:9])[CH:3]=1.[NH2:12][C@@H:13]([CH2:17][CH2:18][CH:19]1[CH2:24][CH2:23][CH2:22][CH2:21][CH2:20]1)[C:14]([OH:16])=O.[CH2:25]([CH2:27][NH2:28])O.[CH3:29][O:30][C:31]1[CH:32]=[C:33]2[C:37](=[CH:38][CH:39]=1)[NH:36][CH2:35][CH2:34]2.